From a dataset of Full USPTO retrosynthesis dataset with 1.9M reactions from patents (1976-2016). Predict the reactants needed to synthesize the given product. Given the product [Br:1][C:2]1[CH:3]=[C:4]([N:13]2[CH2:18][CH2:17][NH:16][CH2:15][CH2:14]2)[CH:5]=[C:6]([C:8]([F:11])([F:10])[F:9])[CH:7]=1, predict the reactants needed to synthesize it. The reactants are: [Br:1][C:2]1[CH:7]=[C:6]([C:8]([F:11])([F:10])[F:9])[CH:5]=[C:4](F)[CH:3]=1.[NH:13]1[CH2:18][CH2:17][NH:16][CH2:15][CH2:14]1.O.